From a dataset of Experimentally validated miRNA-target interactions with 360,000+ pairs, plus equal number of negative samples. Binary Classification. Given a miRNA mature sequence and a target amino acid sequence, predict their likelihood of interaction. (1) The miRNA is hsa-miR-4475 with sequence CAAGGGACCAAGCAUUCAUUAU. The protein sequence of the target gene is MVKEQFRETDVAKKISHICFGMKSPEEMRQQAHIQVVSKNLYSQDNQHAPLLYGVLDHRMGTSEKDRPCETCGKNLADCLGHYGYIDLELPCFHVGYFRAVIGILQMICKTCCHIMLSQEEKKQFLDYLKRPGLTYLQKRGLKKKISDKCRKKNICHHCGAFNGTVKKCGLLKIIHEKYKTNKKVVDPIVSNFLQSFETAIEHNKEVEPLLGRAQENLNPLVVLNLFKRIPAEDVPLLLMNPEAGKPSDLILTRLLVPPLCIRPSVVSDLKSGTNEDDLTMKLTEIIFLNDVIKKHRISG.... Result: 0 (no interaction). (2) The miRNA is mmu-miR-1927 with sequence GACCUCUGGAUGUUAGGGACUGA. The protein sequence of the target gene is MKLYSLSVLYKGEAKVVLLKAAYDVSSFSFFQRSSVQEFMTFTSQLIVERSSKGTRASVKEQDYLCHVYVRNDSLAGVVIADNEYPSRVAFTLLEKVLDEFSKQVDRIDWPVGSPATIHYPALDGHLSRYQNPREADPMTKVQAELDETKIILHNTMESLLERGEKLDDLVSKSEVLGTQSKAFYKTARKQNSCCAIM. Result: 0 (no interaction). (3) Result: 1 (interaction). The miRNA is hsa-miR-5011-5p with sequence UAUAUAUACAGCCAUGCACUC. The protein sequence of the target gene is MMATRRTGLSEGDGDKLKACEVSKNKDGKEQSETVSLSEDETFSWPGPKTVTLKRTSQGFGFTLRHFIVYPPESAIQFSYKDEENGNRGGKQRNRLEPMDTIFVKQVKEGGPAFEAGLCTGDRIIKVNGESVIGKTYSQVIALIQNSDTTLELSVMPKDEDILQVLQFTKDVTALAYSQDAYLKGNEAYSGNARNIPEPPPICYPWLPSAPSAMAQPVEISPPDSSLSKQQTSTPVLTQPGRAYRMEIQVPPSPTDVAKSNTAVCVCNESVRTVIVPSEKVVDLLSNRNNHTGPSHRTEE.... (4) The miRNA is hsa-miR-224-3p with sequence AAAAUGGUGCCCUAGUGACUACA. The protein sequence of the target gene is MISSKMMSSNPEEDPLDTFLQYIEDMGMKAYDGLVIQNASDIARENDRLRNETNLAYLKEKNEKRRRQEEAIKRIGGEVGRGHEGSYVGKHFRMGFMTMPAPQDRLPHPCSSGFSVRSQSLHSVGGTDDDSSCGSRRQPPPKPKRDPSTKLSTSSETVSSTAASKSGKTPERTEASAKPRPHSDEYSKKIPPPKPKRNPNTQLSTSFDETYIKKHGPRRTSLPRDSSLSQMGSPAGDPEEEEPVYIEMVGNILRDFRKEDDDQSEAVYEEMKYPIFDDLGQDAKCDFDHHSCSSQCATPT.... Result: 1 (interaction).